Dataset: Forward reaction prediction with 1.9M reactions from USPTO patents (1976-2016). Task: Predict the product of the given reaction. (1) Given the reactants [BH4-].[Na+].[Cl:3][C:4]1[N:5]=[C:6]([C:9](=[O:34])[CH2:10][CH2:11][CH2:12][N:13]2[C:21]([C:22]3[CH:23]=[C:24]([CH:27]=[CH:28][CH:29]=3)[C:25]#[N:26])=[C:20]3[C:15]([N:16]([CH3:33])[C:17](=[O:32])[N:18]([CH3:31])[C:19]3=[O:30])=[CH:14]2)[S:7][CH:8]=1, predict the reaction product. The product is: [Cl:3][C:4]1[N:5]=[C:6]([CH:9]([OH:34])[CH2:10][CH2:11][CH2:12][N:13]2[C:21]([C:22]3[CH:23]=[C:24]([CH:27]=[CH:28][CH:29]=3)[C:25]#[N:26])=[C:20]3[C:15]([N:16]([CH3:33])[C:17](=[O:32])[N:18]([CH3:31])[C:19]3=[O:30])=[CH:14]2)[S:7][CH:8]=1. (2) Given the reactants [F:1][C:2]1[CH:18]=[C:17]([F:19])[CH:16]=[CH:15][C:3]=1[CH2:4][C:5]1[O:9][N:8]=[C:7]([C:10]([O:12]CC)=O)[N:6]=1.Cl.[Cl:21][C:22]1[CH:23]=[C:24]2[C:28](=[CH:29][CH:30]=1)[NH:27][CH:26]=[C:25]2[CH2:31][CH2:32][NH2:33].CN(C(ON1N=NC2C=CC=NC1=2)=[N+](C)C)C.F[P-](F)(F)(F)(F)F.C(N(CC)C(C)C)(C)C, predict the reaction product. The product is: [Cl:21][C:22]1[CH:23]=[C:24]2[C:28](=[CH:29][CH:30]=1)[NH:27][CH:26]=[C:25]2[CH2:31][CH2:32][NH:33][C:10]([C:7]1[N:6]=[C:5]([CH2:4][C:3]2[CH:15]=[CH:16][C:17]([F:19])=[CH:18][C:2]=2[F:1])[O:9][N:8]=1)=[O:12].